Task: Predict the reactants needed to synthesize the given product.. Dataset: Retrosynthesis with 50K atom-mapped reactions and 10 reaction types from USPTO (1) Given the product CN1CCN(c2ccc(Nc3nc4c(NCc5ccccc5S(C)(=O)=O)cccn4n3)cc2)CC1, predict the reactants needed to synthesize it. The reactants are: CN1CCN(c2ccc(N)cc2)CC1.CS(=O)(=O)c1ccccc1CNc1cccn2nc(Cl)nc12. (2) Given the product COc1cc2cc(n1)NCCC=CCCC(C)CC(C1CC(C)C(=O)O1)NC2=O, predict the reactants needed to synthesize it. The reactants are: C=CCCNc1cc(C(=O)NC(CC(C)CCC=C)C2CC(C)C(=O)O2)cc(OC)n1.